This data is from Reaction yield outcomes from USPTO patents with 853,638 reactions. The task is: Predict the reaction yield, written as a fraction of the theoretical maximum amount of product (1.0 means a 100% yield; for example, 0.34 means a 34% yield). The reactants are [N:1]1([C:5]([C:7]2[CH:8]=[N:9][N:10]([CH3:27])[C:11]=2[C:12]([NH:14][C:15]2[CH:20]=[CH:19][N:18]3[N:21]=[C:22]([C:24]([OH:26])=O)[N:23]=[C:17]3[CH:16]=2)=[O:13])=[O:6])[CH2:4][CH2:3][CH2:2]1.[F:28][C:29]([F:34])([F:33])[CH2:30][CH2:31][NH2:32].C(N(C(C)C)C(C)C)C.CCCP1(OP(CCC)(=O)OP(CCC)(=O)O1)=O.C(=O)(O)[O-].[Na+]. The catalyst is O1CCCC1. The product is [N:1]1([C:5]([C:7]2[CH:8]=[N:9][N:10]([CH3:27])[C:11]=2[C:12]([NH:14][C:15]2[CH:20]=[CH:19][N:18]3[N:21]=[C:22]([C:24]([NH:32][CH2:31][CH2:30][C:29]([F:34])([F:33])[F:28])=[O:26])[N:23]=[C:17]3[CH:16]=2)=[O:13])=[O:6])[CH2:2][CH2:3][CH2:4]1. The yield is 0.176.